This data is from Reaction yield outcomes from USPTO patents with 853,638 reactions. The task is: Predict the reaction yield, written as a fraction of the theoretical maximum amount of product (1.0 means a 100% yield; for example, 0.34 means a 34% yield). (1) The reactants are [CH:1]1([NH2:7])[CH2:6][CH2:5][CH2:4][CH2:3][CH2:2]1.Br[CH2:9][CH2:10]Br. No catalyst specified. The product is [CH:1]1([NH:7][CH2:2][CH2:1][NH:7][CH:10]2[CH2:9][CH2:6][CH2:5][CH2:4][CH2:3]2)[CH2:6][CH2:5][CH2:4][CH2:3][CH2:2]1. The yield is 0.830. (2) The reactants are [CH3:1][N:2]([CH3:23])[CH2:3][C:4]([N:6]1[CH2:11][CH2:10][N:9](NC(OCC2C=CC=CC=2)=O)[CH2:8][CH2:7]1)=[O:5]. The catalyst is CO.[Pd]. The product is [CH3:1][N:2]([CH3:23])[CH2:3][C:4]([N:6]1[CH2:11][CH2:10][NH:9][CH2:8][CH2:7]1)=[O:5]. The yield is 0.950. (3) The reactants are [N+:1]([C:4]1[C:5]([C:10]#[N:11])=[N:6][CH:7]=[CH:8][CH:9]=1)([O-:3])=[O:2].C(N)(=[S:14])C. The catalyst is CN(C=O)C. The product is [N+:1]([C:4]1[C:5]([C:10](=[S:14])[NH2:11])=[N:6][CH:7]=[CH:8][CH:9]=1)([O-:3])=[O:2]. The yield is 0.720. (4) The reactants are [CH2:1]([C@@H:5]1[NH:10][CH2:9][C@H:8]([CH2:11][CH:12]([CH3:14])[CH3:13])[NH:7][C:6]1=[O:15])[CH:2]([CH3:4])[CH3:3].[N:16]1[CH:21]=[CH:20][CH:19]=[C:18]([C:22]#[C:23][C:24](O)=[O:25])[CH:17]=1.C([C@@H]1N(C([C@@H]2C[C@H]2C2C=CC=CC=2)=O)C[C@H](CC(C)C)NC1=O)C(C)C. No catalyst specified. The product is [CH2:1]([C@@H:5]1[N:10]([C:24](=[O:25])[C:23]#[C:22][C:18]2[CH:17]=[N:16][CH:21]=[CH:20][CH:19]=2)[CH2:9][C@H:8]([CH2:11][CH:12]([CH3:14])[CH3:13])[NH:7][C:6]1=[O:15])[CH:2]([CH3:4])[CH3:3]. The yield is 0.930. (5) The reactants are [CH3:1][C:2]1[CH:10]=[CH:9][C:8]([N+:11]([O-:13])=[O:12])=[CH:7][C:3]=1[C:4]([OH:6])=[O:5].OS(O)(=O)=O.[CH3:19]O. No catalyst specified. The product is [CH3:19][O:5][C:4](=[O:6])[C:3]1[CH:7]=[C:8]([N+:11]([O-:13])=[O:12])[CH:9]=[CH:10][C:2]=1[CH3:1]. The yield is 0.990. (6) The reactants are [C:1]([S:14]([NH:17][CH2:18][CH2:19][CH3:20])(=[O:16])=[O:15])([C:4]([C:7]([C:10]([F:13])([F:12])[F:11])([F:9])[F:8])([F:6])[F:5])([F:3])[F:2].[OH-:21].[Na+:22].[OH2:23]. No catalyst specified. The product is [C:1]([S:14]([N:17]([CH2:7][CH:4]([CH2:1][S:14]([O:16][Na:22])(=[O:15])=[O:23])[OH:21])[CH2:18][CH2:19][CH3:20])(=[O:15])=[O:16])([C:4]([C:7]([C:10]([F:13])([F:11])[F:12])([F:9])[F:8])([F:6])[F:5])([F:3])[F:2]. The yield is 0.810. (7) The reactants are [Cl:1][C:2]1[C:3]([NH:24][C:25]2[CH:34]=[CH:33][CH:32]=[CH:31][C:26]=2[O:27][CH2:28][C:29]#[N:30])=[N:4][C:5]([NH:8][C:9]2[CH:23]=[CH:22][C:12]3[CH2:13][CH2:14][N:15]([CH2:18][CH2:19][O:20][CH3:21])[CH2:16][CH2:17][C:11]=3[CH:10]=2)=[N:6][CH:7]=1.[OH-:35].[Na+]. The catalyst is O. The product is [Cl:1][C:2]1[C:3]([NH:24][C:25]2[CH:34]=[CH:33][CH:32]=[CH:31][C:26]=2[O:27][CH2:28][C:29]([NH2:30])=[O:35])=[N:4][C:5]([NH:8][C:9]2[CH:23]=[CH:22][C:12]3[CH2:13][CH2:14][N:15]([CH2:18][CH2:19][O:20][CH3:21])[CH2:16][CH2:17][C:11]=3[CH:10]=2)=[N:6][CH:7]=1. The yield is 0.190. (8) The reactants are [Cl:1][C:2]1[S:3][C:4]([C:8]([OH:10])=O)=[C:5]([CH3:7])[N:6]=1.O1CCCC1.C(Cl)(=O)C(Cl)=O.[NH2:22][C:23]1[CH:24]=[C:25]([CH:42]=[CH:43][C:44]=1[CH3:45])[O:26][C:27]1[CH:28]=[CH:29][C:30]2[N:31]([CH:33]=[C:34]([NH:36][C:37]([CH:39]3[CH2:41][CH2:40]3)=[O:38])[N:35]=2)[N:32]=1. The catalyst is CN(C)C=O.CN(C)C(=O)C. The product is [Cl:1][C:2]1[S:3][C:4]([C:8]([NH:22][C:23]2[CH:24]=[C:25]([O:26][C:27]3[CH:28]=[CH:29][C:30]4[N:31]([CH:33]=[C:34]([NH:36][C:37]([CH:39]5[CH2:40][CH2:41]5)=[O:38])[N:35]=4)[N:32]=3)[CH:42]=[CH:43][C:44]=2[CH3:45])=[O:10])=[C:5]([CH3:7])[N:6]=1. The yield is 0.910. (9) The reactants are Cl[C:2]1[C:3]([NH2:12])=[N:4][C:5]2[C:10]([N:11]=1)=[CH:9][CH:8]=[CH:7][CH:6]=2.[CH3:13][O:14][C:15]1[CH:16]=[C:17]([CH:19]=[C:20]([O:22][CH3:23])[CH:21]=1)[NH2:18]. The catalyst is CN1C(=O)CCC1. The product is [CH3:23][O:22][C:20]1[CH:19]=[C:17]([NH:18][C:2]2[C:3]([NH2:12])=[N:4][C:5]3[C:10](=[CH:9][CH:8]=[CH:7][CH:6]=3)[N:11]=2)[CH:16]=[C:15]([O:14][CH3:13])[CH:21]=1. The yield is 0.600.